Predict the reaction yield, written as a fraction of the theoretical maximum amount of product (1.0 means a 100% yield; for example, 0.34 means a 34% yield). From a dataset of Reaction yield outcomes from USPTO patents with 853,638 reactions. (1) The reactants are [OH:1][C@@H:2]([CH:6]([CH3:8])[CH3:7])[C:3]([OH:5])=[O:4].O1[B:14]([C@@H:15]([NH:20][C:21](=[O:34])[CH2:22][NH:23][C:24](=[O:33])[C:25]2[CH:30]=[C:29]([Cl:31])[CH:28]=[CH:27][C:26]=2[Cl:32])[CH2:16][CH:17]([CH3:19])[CH3:18])O[B:14]([C@@H:15]([NH:20][C:21](=[O:34])[CH2:22][NH:23][C:24](=[O:33])[C:25]2[CH:30]=[C:29]([Cl:31])[CH:28]=[CH:27][C:26]=2[Cl:32])[CH2:16][CH:17]([CH3:19])[CH3:18])O[B:14]1[C@@H:15]([NH:20][C:21](=[O:34])[CH2:22][NH:23][C:24](=[O:33])[C:25]1[CH:30]=[C:29]([Cl:31])[CH:28]=[CH:27][C:26]=1[Cl:32])[CH2:16][CH:17]([CH3:19])[CH3:18]. The catalyst is CCOC(C)=O. The yield is 0.990. The product is [Cl:32][C:26]1[CH:27]=[CH:28][C:29]([Cl:31])=[CH:30][C:25]=1[C:24]([NH:23][CH2:22][C:21]([NH:20][C@H:15]([B:14]1[O:1][C@@H:2]([CH:6]([CH3:8])[CH3:7])[C:3](=[O:5])[O:4]1)[CH2:16][CH:17]([CH3:19])[CH3:18])=[O:34])=[O:33]. (2) The reactants are [Cl:1][C:2]1[C:3]([O:10][CH2:11][C:12]([F:15])([F:14])[F:13])=[CH:4]C(C#N)=[N:6][CH:7]=1.[OH-:16].[K+].[CH2:18]([OH:20])[CH3:19]. The catalyst is C(OC(=O)C)C. The product is [Cl:1][C:2]1[C:3]([O:10][CH2:11][C:12]([F:15])([F:14])[F:13])=[CH:4][C:19]([C:18]([OH:16])=[O:20])=[N:6][CH:7]=1. The yield is 0.625. (3) The reactants are [CH:1]([C:3]1[C:11]2[C:6](=[CH:7][C:8]([C@H:12]3[C@@:14]4([C:22]5[C:17](=[CH:18][CH:19]=[CH:20][CH:21]=5)[NH:16][C:15]4=[O:23])[CH2:13]3)=[CH:9][CH:10]=2)[NH:5][N:4]=1)=[CH2:2].Br[C:25]1[C:26]([CH3:32])=[N:27][C:28]([CH3:31])=[CH:29][CH:30]=1.CCN(C(C)C)C(C)C.CC1C=CC=CC=1P(C1C=CC=CC=1C)C1C=CC=CC=1C. The catalyst is CN(C=O)C.CC([O-])=O.CC([O-])=O.[Pd+2]. The product is [CH3:32][C:26]1[C:25](/[CH:2]=[CH:1]/[C:3]2[C:11]3[C:6](=[CH:7][C:8]([C@H:12]4[C@@:14]5([C:22]6[C:17](=[CH:18][CH:19]=[CH:20][CH:21]=6)[NH:16][C:15]5=[O:23])[CH2:13]4)=[CH:9][CH:10]=3)[NH:5][N:4]=2)=[CH:30][CH:29]=[C:28]([CH3:31])[N:27]=1. The yield is 0.220. (4) The reactants are CCN(C(C)C)C(C)C.Cl[C:11]1[N:16]=[C:15]([N:17]2[CH:21]=[CH:20][CH:19]=[N:18]2)[C:14]([C:22]([NH:24][CH:25]2[CH:32]3[CH2:33][CH:28]4[CH2:29][C:30]([OH:35])([CH2:34][CH:26]2[CH2:27]4)[CH2:31]3)=[O:23])=[CH:13][N:12]=1.CC1C=CC(S(O)(=O)=O)=CC=1.[O:47]1[CH2:51][CH2:50][C@@H:49]([NH2:52])[CH2:48]1. The catalyst is C(#N)CCC.CCOC(C)=O. The product is [OH:35][C:30]12[CH2:31][CH:32]3[CH2:33][CH:28]([CH2:27][CH:26]([CH:25]3[NH:24][C:22]([C:14]3[C:15]([N:17]4[CH:21]=[CH:20][CH:19]=[N:18]4)=[N:16][C:11]([NH:52][C@@H:49]4[CH2:50][CH2:51][O:47][CH2:48]4)=[N:12][CH:13]=3)=[O:23])[CH2:34]1)[CH2:29]2. The yield is 0.190.